This data is from Reaction yield outcomes from USPTO patents with 853,638 reactions. The task is: Predict the reaction yield, written as a fraction of the theoretical maximum amount of product (1.0 means a 100% yield; for example, 0.34 means a 34% yield). (1) The reactants are [C:1]1([C:7]2[CH:12]=[CH:11][N:10]=[C:9]([N:13]3[CH:20]4[CH:15]([CH2:16][CH2:17][NH:18][CH2:19]4)[CH2:14]3)[N:8]=2)[CH:6]=[CH:5][CH:4]=[CH:3][CH:2]=1.[CH3:21][C:22]1[CH:27]=[CH:26][C:25]([CH3:28])=[CH:24][C:23]=1[S:29](Cl)(=[O:31])=[O:30].CCN(CC)CC. The catalyst is C(Cl)Cl. The product is [CH3:21][C:22]1[CH:27]=[CH:26][C:25]([CH3:28])=[CH:24][C:23]=1[S:29]([N:18]1[CH2:17][CH2:16][CH:15]2[CH:20]([N:13]([C:9]3[N:8]=[C:7]([C:1]4[CH:2]=[CH:3][CH:4]=[CH:5][CH:6]=4)[CH:12]=[CH:11][N:10]=3)[CH2:14]2)[CH2:19]1)(=[O:30])=[O:31]. The yield is 0.350. (2) The reactants are [NH2:1][C@H:2]([C:6]([OH:8])=[O:7])[CH:3]([CH3:5])[CH3:4].[OH-].[Na+].[C:11]1([CH2:17][C:18](Cl)=[O:19])[CH:16]=[CH:15][CH:14]=[CH:13][CH:12]=1. No catalyst specified. The product is [CH3:4][CH:3]([CH2:2][CH3:6])[CH2:5][O:7][C:6](=[O:8])[C@H:2]([CH:3]([CH3:5])[CH3:4])[NH:1][C:18](=[O:19])[CH2:17][C:11]1[CH:16]=[CH:15][CH:14]=[CH:13][CH:12]=1. The yield is 0.690. (3) The reactants are [N:1]1([C:7]([O:9][CH2:10]Cl)=[O:8])[CH2:6][CH2:5][O:4][CH2:3][CH2:2]1.[Br-:12].[Li+]. The catalyst is C(#N)C. The product is [N:1]1([C:7]([O:9][CH2:10][Br:12])=[O:8])[CH2:6][CH2:5][O:4][CH2:3][CH2:2]1. The yield is 0.800. (4) The reactants are C1(N2[C:12](=[O:13])[C:11]3[S:14][CH:15]=[C:16]([C:17]4[CH:22]=[CH:21][CH:20]=[CH:19][CH:18]=4)[C:10]=3[N:9]=[CH:8]2)C=CC=CC=1.NC1C(C2C=CC=CC=2)=CSC=1C(OC)=O.C(OCC)(OCC)OCC.[CH3:49][C:50]1[CH:56]=[CH:55][CH:54]=[C:53]([CH3:57])[C:51]=1[NH2:52]. The catalyst is C(O)(=O)C. The product is [CH3:49][C:50]1[CH:56]=[CH:55][CH:54]=[C:53]([CH3:57])[C:51]=1[N:52]1[C:12](=[O:13])[C:11]2[S:14][CH:15]=[C:16]([C:17]3[CH:22]=[CH:21][CH:20]=[CH:19][CH:18]=3)[C:10]=2[N:9]=[CH:8]1. The yield is 0.560. (5) The product is [C:28]([OH:35])(=[O:34])/[CH:29]=[CH:30]/[C:31]([OH:33])=[O:32].[Cl:1][C:2]1[CH:9]=[CH:8][C:5]([C:6]#[N:7])=[C:4]([O:10][C:11]2[CH:16]=[CH:15][C:14]([CH2:17][NH:25][CH3:24])=[CH:13][C:12]=2[O:19][CH2:20][CH3:21])[CH:3]=1. The reactants are [Cl:1][C:2]1[CH:9]=[CH:8][C:5]([C:6]#[N:7])=[C:4]([O:10][C:11]2[CH:16]=[CH:15][C:14]([CH:17]=O)=[CH:13][C:12]=2[O:19][CH2:20][CH3:21])[CH:3]=1.CN.[C:24]([BH3-])#[N:25].[Na+].[C:28]([OH:35])(=[O:34])/[CH:29]=[CH:30]/[C:31]([OH:33])=[O:32]. The catalyst is C(O)(=O)C.CO. The yield is 0.740. (6) The reactants are [O:1]=[C:2]1[NH:6][C@H:5]([CH2:7][N:8]2[C:16]3[C:11](=[CH:12][CH:13]=[CH:14][CH:15]=3)[C:10]3([CH2:20][O:19][C:18]4[CH:21]=[C:22]5[C:26](=[CH:27][C:17]3=4)[CH2:25][CH2:24][O:23]5)[C:9]2=[O:28])[CH2:4][CH2:3]1.[H-].[Na+].I[CH3:32]. The catalyst is CN(C)C=O. The product is [CH3:32][N:6]1[C:2](=[O:1])[CH2:3][CH2:4][C@H:5]1[CH2:7][N:8]1[C:16]2[C:11](=[CH:12][CH:13]=[CH:14][CH:15]=2)[C:10]2([CH2:20][O:19][C:18]3[CH:21]=[C:22]4[C:26](=[CH:27][C:17]2=3)[CH2:25][CH2:24][O:23]4)[C:9]1=[O:28]. The yield is 0.620.